Dataset: Peptide-MHC class II binding affinity with 134,281 pairs from IEDB. Task: Regression. Given a peptide amino acid sequence and an MHC pseudo amino acid sequence, predict their binding affinity value. This is MHC class II binding data. The peptide sequence is IIFSKNLNIKLNMPL. The MHC is HLA-DPA10301-DPB10402 with pseudo-sequence HLA-DPA10301-DPB10402. The binding affinity (normalized) is 0.212.